From a dataset of CYP2C9 inhibition data for predicting drug metabolism from PubChem BioAssay. Regression/Classification. Given a drug SMILES string, predict its absorption, distribution, metabolism, or excretion properties. Task type varies by dataset: regression for continuous measurements (e.g., permeability, clearance, half-life) or binary classification for categorical outcomes (e.g., BBB penetration, CYP inhibition). Dataset: cyp2c9_veith. The compound is CC(=O)SCC[N+](C)(C)C. The result is 0 (non-inhibitor).